From a dataset of Forward reaction prediction with 1.9M reactions from USPTO patents (1976-2016). Predict the product of the given reaction. (1) Given the reactants BrBr.[S-:3][C:4]#[N:5].[K+].[F:7][C:8]([F:22])([F:21])[O:9][C:10]1[CH:11]=[C:12]2[C:17](=[CH:18][CH:19]=1)[NH:16][CH2:15][CH2:14][C:13]2=[O:20], predict the reaction product. The product is: [NH:5]=[C:4]1[N:16]2[C:17]3[C:12]([C:13](=[O:20])[CH2:14][CH2:15]2)=[CH:11][C:10]([O:9][C:8]([F:21])([F:7])[F:22])=[CH:19][C:18]=3[S:3]1. (2) Given the reactants [C:1]1([S:7][CH2:8][C:9]2[CH:14]=[CH:13][C:12]([CH2:15][OH:16])=[CH:11][CH:10]=2)[CH:6]=[CH:5][CH:4]=[CH:3][CH:2]=1, predict the reaction product. The product is: [C:1]1([S:7][CH2:8][C:9]2[CH:10]=[CH:11][C:12]([CH:15]=[O:16])=[CH:13][CH:14]=2)[CH:2]=[CH:3][CH:4]=[CH:5][CH:6]=1. (3) Given the reactants [Cl:1][C:2]1[N:10]=[C:9]2[C:5]([NH:6][C:7](=[O:12])[N:8]2[CH3:11])=[CH:4][N:3]=1.C(=O)([O-])[O-].[Cs+].[Cs+].CN(C)C=O.[CH3:24][Si:25]([CH3:32])([CH3:31])[CH2:26][CH2:27][O:28][CH2:29]Cl, predict the reaction product. The product is: [Cl:1][C:2]1[N:10]=[C:9]2[C:5]([N:6]([CH2:29][O:28][CH2:27][CH2:26][Si:25]([CH3:32])([CH3:31])[CH3:24])[C:7](=[O:12])[N:8]2[CH3:11])=[CH:4][N:3]=1. (4) Given the reactants CC1C=CC(S(O[CH2:12][CH:13]2[CH2:22][CH2:21][C:20]3[C:15](=[CH:16][C:17]([S:23]([CH3:26])(=[O:25])=[O:24])=[CH:18][CH:19]=3)[O:14]2)(=O)=O)=CC=1.[CH3:27][CH:28]([CH3:31])[CH2:29][NH2:30], predict the reaction product. The product is: [CH3:27][CH:28]([CH3:31])[CH2:29][NH:30][CH2:12][CH:13]1[CH2:22][CH2:21][C:20]2[C:15](=[CH:16][C:17]([S:23]([CH3:26])(=[O:24])=[O:25])=[CH:18][CH:19]=2)[O:14]1. (5) Given the reactants [N:1]1([CH2:5][CH2:6][N:7]2[CH:11]=[C:10]([C:12]3[CH:17]=[CH:16][N:15]=[C:14]([CH:18]([CH3:20])[CH3:19])[CH:13]=3)[N:9]=[C:8]2[CH:21]2[CH2:26][CH2:25][NH:24][CH2:23][CH2:22]2)[CH2:4][CH2:3][CH2:2]1.Cl[C:28]1[N:33]=[CH:32][N:31]=[C:30]([NH2:34])[C:29]=1[O:35][CH2:36][C:37]([F:40])([F:39])[F:38], predict the reaction product. The product is: [N:1]1([CH2:5][CH2:6][N:7]2[CH:11]=[C:10]([C:12]3[CH:17]=[CH:16][N:15]=[C:14]([CH:18]([CH3:20])[CH3:19])[CH:13]=3)[N:9]=[C:8]2[CH:21]2[CH2:22][CH2:23][N:24]([C:28]3[N:33]=[CH:32][N:31]=[C:30]([NH2:34])[C:29]=3[O:35][CH2:36][C:37]([F:40])([F:39])[F:38])[CH2:25][CH2:26]2)[CH2:4][CH2:3][CH2:2]1. (6) Given the reactants FC(F)(F)S(O)(=O)=O.[Cl:9][C:10]1[CH:15]=[C:14]([F:16])[CH:13]=[CH:12][C:11]=1[F:17].[I:18]N1C(=O)CCC1=O, predict the reaction product. The product is: [Cl:9][C:10]1[CH:15]=[C:14]([F:16])[C:13]([I:18])=[CH:12][C:11]=1[F:17]. (7) Given the reactants FC(F)(F)S(O[C:7]1[CH:19]=[C:18]2[C:10]([C:11](=[O:20])[CH2:12][C:13]3([O:17]2)[CH2:16][CH2:15][CH2:14]3)=[C:9]([OH:21])[CH:8]=1)(=O)=O.[Cl-].[Li+].[CH:26]([Zn]C(C)C)([CH3:28])[CH3:27].[Cl-].[NH4+], predict the reaction product. The product is: [OH:21][C:9]1[CH:8]=[C:7]([CH:26]([CH3:28])[CH3:27])[CH:19]=[C:18]2[C:10]=1[C:11](=[O:20])[CH2:12][C:13]1([O:17]2)[CH2:16][CH2:15][CH2:14]1. (8) Given the reactants C(N(C(C)C)CC)(C)C.[NH2:10][C:11]1[CH:26]=[CH:25][C:24]([Cl:27])=[CH:23][C:12]=1[C:13]([NH:15][CH2:16][CH:17]1[CH2:22][CH2:21][CH2:20][CH2:19][CH2:18]1)=[O:14].[O:28]1[C:32]2[C:33]([C:37](O)=[O:38])=[CH:34][CH:35]=[CH:36][C:31]=2[CH2:30][CH2:29]1.CN(C(ON1N=NC2C=CC=NC1=2)=[N+](C)C)C.F[P-](F)(F)(F)(F)F, predict the reaction product. The product is: [Cl:27][C:24]1[CH:25]=[CH:26][C:11]([NH:10][C:37]([C:33]2[C:32]3[O:28][CH2:29][CH2:30][C:31]=3[CH:36]=[CH:35][CH:34]=2)=[O:38])=[C:12]([C:13]([NH:15][CH2:16][CH:17]2[CH2:22][CH2:21][CH2:20][CH2:19][CH2:18]2)=[O:14])[CH:23]=1. (9) Given the reactants [OH:1][CH2:2][CH2:3][CH2:4][O:5][C:6]1[CH:11]=[CH:10][C:9]([CH2:12][C@H:13]([O:17][CH3:18])[C:14]([OH:16])=[O:15])=[CH:8][CH:7]=1.O[C:20]1[CH:32]=[CH:31][C:30]2[C:29]3[C:24](=[CH:25][CH:26]=[CH:27][CH:28]=3)[C:23](=[O:33])[C:22]=2[CH:21]=1, predict the reaction product. The product is: [CH3:18][O:17][C@@H:13]([CH2:12][C:9]1[CH:10]=[CH:11][C:6]([O:5][CH2:4][CH2:3][CH2:2][O:1][C:20]2[CH:32]=[CH:31][C:30]3[C:29]4[C:24](=[CH:25][CH:26]=[CH:27][CH:28]=4)[C:23](=[O:33])[C:22]=3[CH:21]=2)=[CH:7][CH:8]=1)[C:14]([OH:16])=[O:15]. (10) Given the reactants [F:1][C:2]1[CH:10]=[C:9]2[C:5]([CH:6]=[CH:7][NH:8]2)=[C:4]([C:11]2[N:12]=[C:13]([N:30]3[CH2:35][CH2:34][O:33][CH2:32][CH2:31]3)[C:14]3[S:19][C:18]([CH2:20][N:21]4CC[N:24]5[CH2:27][CH2:28][CH2:29][C@H:23]5[CH2:22]4)=[CH:17][C:15]=3[N:16]=2)[CH:3]=1.C(OC(N1C[C@@H]2C[C@H](N2)C1)=O)(C)(C)C.C(O)(C(F)(F)F)=O.C(Cl)Cl, predict the reaction product. The product is: [C@@H:22]12[CH2:29][C@H:28]([N:21]1[CH2:20][C:18]1[S:19][C:14]3[C:13]([N:30]4[CH2:31][CH2:32][O:33][CH2:34][CH2:35]4)=[N:12][C:11]([C:4]4[CH:3]=[C:2]([F:1])[CH:10]=[C:9]5[C:5]=4[CH:6]=[CH:7][NH:8]5)=[N:16][C:15]=3[CH:17]=1)[CH2:27][NH:24][CH2:23]2.